From a dataset of Forward reaction prediction with 1.9M reactions from USPTO patents (1976-2016). Predict the product of the given reaction. Given the reactants [Cl:1][C:2]1[CH:3]=[CH:4][CH:5]=[C:6]2[C:11]=1[N:10]=[N:9][C:8]([C:12]1[CH:17]=[CH:16][CH:15]=[CH:14][CH:13]=1)=[C:7]2[C:18]1[CH:19]=[C:20]([NH2:24])[CH:21]=[CH:22][CH:23]=1.[CH3:25][O:26][C:27](=[O:39])[C:28]([C:31]1[CH:36]=[CH:35][C:34]([CH:37]=O)=[CH:33][CH:32]=1)([CH3:30])[CH3:29], predict the reaction product. The product is: [Cl:1][C:2]1[CH:3]=[CH:4][CH:5]=[C:6]2[C:11]=1[N:10]=[N:9][C:8]([C:12]1[CH:13]=[CH:14][CH:15]=[CH:16][CH:17]=1)=[C:7]2[C:18]1[CH:19]=[C:20]([NH:24][CH2:37][C:34]2[CH:33]=[CH:32][C:31]([C:28]([CH3:30])([CH3:29])[C:27]([O:26][CH3:25])=[O:39])=[CH:36][CH:35]=2)[CH:21]=[CH:22][CH:23]=1.